From a dataset of Peptide-MHC class I binding affinity with 185,985 pairs from IEDB/IMGT. Regression. Given a peptide amino acid sequence and an MHC pseudo amino acid sequence, predict their binding affinity value. This is MHC class I binding data. (1) The peptide sequence is SRRFFPYYVY. The MHC is HLA-B27:05 with pseudo-sequence HLA-B27:05. The binding affinity (normalized) is 0.196. (2) The peptide sequence is VPKFHLPVE. The binding affinity (normalized) is 0.0948. The MHC is Mamu-A2201 with pseudo-sequence Mamu-A2201. (3) The peptide sequence is SANMDWRSL. The binding affinity (normalized) is 0.0287. The MHC is HLA-A02:06 with pseudo-sequence HLA-A02:06. (4) The peptide sequence is QNGALAINTF. The MHC is HLA-B57:01 with pseudo-sequence HLA-B57:01. The binding affinity (normalized) is 0. (5) The peptide sequence is DLPSGFNTLK. The MHC is HLA-A11:01 with pseudo-sequence HLA-A11:01. The binding affinity (normalized) is 0.343. (6) The peptide sequence is NTNPIQLSSY. The MHC is HLA-A01:01 with pseudo-sequence HLA-A01:01. The binding affinity (normalized) is 0.570. (7) The peptide sequence is RQFPTALEF. The binding affinity (normalized) is 0.835. The MHC is Mamu-B52 with pseudo-sequence Mamu-B52. (8) The peptide sequence is YLSGTDDEV. The MHC is HLA-A02:06 with pseudo-sequence HLA-A02:06. The binding affinity (normalized) is 0.851. (9) The peptide sequence is RQFPTAFEI. The MHC is Mamu-B52 with pseudo-sequence Mamu-B52. The binding affinity (normalized) is 0.599. (10) The peptide sequence is YPDRLRLSV. The MHC is HLA-B07:02 with pseudo-sequence HLA-B07:02. The binding affinity (normalized) is 0.851.